This data is from Forward reaction prediction with 1.9M reactions from USPTO patents (1976-2016). The task is: Predict the product of the given reaction. (1) Given the reactants Cl[C:2]1[S:3][CH:4]=[CH:5][C:6]=1[N+:7]([O-:9])=[O:8].[CH3:10][C:11]1[N:12]=[C:13]([Sn](CCCC)(CCCC)CCCC)[S:14][CH:15]=1, predict the reaction product. The product is: [CH3:10][C:11]1[N:12]=[C:13]([C:2]2[S:3][CH:4]=[CH:5][C:6]=2[N+:7]([O-:9])=[O:8])[S:14][CH:15]=1. (2) Given the reactants [Br:1][C:2]1[CH:6]=[N:5][N:4]([CH3:7])[C:3]=1[NH:8][C:9]1[CH:14]=[CH:13][C:12](I)=[CH:11][CH:10]=1.[Cl:16][C:17]1[CH:22]=[CH:21][C:20]([CH3:23])=[CH:19][C:18]=1B(O)O.C(=O)([O-])[O-].[Cs+].[Cs+].COCCOC, predict the reaction product. The product is: [Br:1][C:2]1[CH:6]=[N:5][N:4]([CH3:7])[C:3]=1[NH:8][C:9]1[CH:14]=[CH:13][C:12]([C:18]2[CH:19]=[C:20]([CH3:23])[CH:21]=[CH:22][C:17]=2[Cl:16])=[CH:11][CH:10]=1. (3) Given the reactants I[C:2]1[CH:7]=[CH:6][C:5]([NH:8][C:9]([N:11]2[CH2:16][CH2:15][CH:14]([C:17]3[C:26]4[C:21](=[CH:22][C:23]([O:29][CH3:30])=[C:24]([O:27][CH3:28])[CH:25]=4)[N:20]=[CH:19][N:18]=3)[CH2:13][CH2:12]2)=[O:10])=[CH:4][CH:3]=1.[NH:31]1[CH2:35][CH2:34][CH2:33][C:32]1=[O:36].CN(C)CCN.[O-]P([O-])([O-])=O.[K+].[K+].[K+], predict the reaction product. The product is: [O:36]=[C:32]1[CH2:33][CH2:34][CH2:35][N:31]1[C:2]1[CH:7]=[CH:6][C:5]([NH:8][C:9]([N:11]2[CH2:16][CH2:15][CH:14]([C:17]3[C:26]4[C:21](=[CH:22][C:23]([O:29][CH3:30])=[C:24]([O:27][CH3:28])[CH:25]=4)[N:20]=[CH:19][N:18]=3)[CH2:13][CH2:12]2)=[O:10])=[CH:4][CH:3]=1.